Dataset: Full USPTO retrosynthesis dataset with 1.9M reactions from patents (1976-2016). Task: Predict the reactants needed to synthesize the given product. (1) Given the product [CH3:7][O:8][C:9]1[CH:14]=[C:13]([C:25]2[N:33]=[C:32]3[C:28]([N:29]=[CH:30][NH:31]3)=[C:27]([N:34]3[CH2:35][CH2:36][O:37][CH2:38][CH2:39]3)[N:26]=2)[CH:12]=[N:11][CH:10]=1, predict the reactants needed to synthesize it. The reactants are: C([O-])([O-])=O.[Na+].[Na+].[CH3:7][O:8][C:9]1[CH:10]=[N:11][CH:12]=[C:13](B2OC(C)(C)C(C)(C)O2)[CH:14]=1.Cl[C:25]1[N:33]=[C:32]2[C:28]([N:29]=[CH:30][NH:31]2)=[C:27]([N:34]2[CH2:39][CH2:38][O:37][CH2:36][CH2:35]2)[N:26]=1. (2) Given the product [O:20]1[CH:19]=[CH:18][CH:17]=[C:16]1[CH2:15][N:6]1[C:5]2[N:4]=[CH:3][N:2]([CH3:1])[C:10]=2[C:9](=[O:11])[NH:8][C:7]1=[O:12], predict the reactants needed to synthesize it. The reactants are: [CH3:1][N:2]1[C:10]2[C:9](=[O:11])[NH:8][C:7](=[O:12])[NH:6][C:5]=2[N:4]=[CH:3]1.[H-].[Na+].[CH2:15](Br)[C:16]1[O:20][CH:19]=[CH:18][CH:17]=1. (3) Given the product [ClH:1].[ClH:1].[Cl:1][C:2]1[CH:7]=[CH:6][C:5]([C:8]2([CH:14]=[CH:15][C:16]3[CH:25]=[C:24]4[C:19]([C:20](=[O:26])[NH:21][CH:22]=[N:23]4)=[CH:18][CH:17]=3)[CH2:13][CH2:12][NH:11][CH2:10][CH2:9]2)=[CH:4][CH:3]=1, predict the reactants needed to synthesize it. The reactants are: [Cl:1][C:2]1[CH:7]=[CH:6][C:5]([C:8]2([CH:14]=[CH:15][C:16]3[CH:25]=[C:24]4[C:19]([C:20](=[O:26])[NH:21][CH:22]=[N:23]4)=[CH:18][CH:17]=3)[CH2:13][CH2:12][NH:11][CH2:10][CH2:9]2)=[CH:4][CH:3]=1.